Dataset: Reaction yield outcomes from USPTO patents with 853,638 reactions. Task: Predict the reaction yield, written as a fraction of the theoretical maximum amount of product (1.0 means a 100% yield; for example, 0.34 means a 34% yield). (1) The reactants are Cl.[F:2][C:3]1[CH:11]=[C:10]2[C:6]([CH:7]=[N:8][NH:9]2)=[CH:5][C:4]=1NC.[Cl:14][C:15]1[CH:16]=[N:17][C:18]2[C:23]([CH:24]=1)=[CH:22][C:21]([CH2:25][C:26]1[CH:27]=[C:28]([CH:32]=[CH:33][N:34]=1)[C:29]([OH:31])=O)=[CH:20][CH:19]=2.[CH3:35][N:36](C(ON1N=NC2C=CC=NC1=2)=[N+](C)C)C.F[P-](F)(F)(F)(F)F. The catalyst is CN(C=O)C. The product is [Cl:14][C:15]1[CH:16]=[N:17][C:18]2[C:23]([CH:24]=1)=[CH:22][C:21]([CH2:25][C:26]1[CH:27]=[C:28]([CH:32]=[CH:33][N:34]=1)[C:29]([NH:36][CH2:35][C:4]1[CH:5]=[C:6]3[C:10](=[CH:11][C:3]=1[F:2])[NH:9][N:8]=[CH:7]3)=[O:31])=[CH:20][CH:19]=2. The yield is 0.270. (2) The reactants are C[O:2][C:3]([C:5]1[C:6]([C:15]2[C:16]([C:25](OC)=[O:26])=[CH:17][C:18]([O:23][CH3:24])=[CH:19][C:20]=2[O:21][CH3:22])=[C:7]([O:13][CH3:14])[CH:8]=[C:9]([O:11][CH3:12])[CH:10]=1)=O.[H-].[H-].[H-].[H-].[Li+].[Al+3]. The catalyst is C1COCC1. The product is [OH:2][CH2:3][C:5]1[C:6]([C:15]2[C:20]([O:21][CH3:22])=[CH:19][C:18]([O:23][CH3:24])=[CH:17][C:16]=2[CH2:25][OH:26])=[C:7]([O:13][CH3:14])[CH:8]=[C:9]([O:11][CH3:12])[CH:10]=1. The yield is 0.770. (3) The reactants are [F:1][C:2]1[CH:7]=[CH:6][CH:5]=[CH:4][C:3]=1[C@@H:8]([N:20]1[CH2:25][CH2:24][CH2:23][CH2:22][CH2:21]1)[C:9]([O:11][C@H](C1C=CC=CC=1)C)=[O:10]. The catalyst is C(O)C.[OH-].[OH-].[Pd+2]. The product is [F:1][C:2]1[CH:7]=[CH:6][CH:5]=[CH:4][C:3]=1[C@@H:8]([N:20]1[CH2:25][CH2:24][CH2:23][CH2:22][CH2:21]1)[C:9]([OH:11])=[O:10]. The yield is 0.980. (4) The reactants are [CH3:1][O:2][C:3]([C:5]1[C:10]([O:11][CH2:12][C:13]2[CH:18]=[CH:17][CH:16]=[CH:15][CH:14]=2)=[C:9]([S:19][CH3:20])[CH:8]=[C:7](Br)[N:6]=1)=[O:4].C([Sn](CCCC)(CCCC)[C:27]1[O:28][CH:29]=[CH:30][CH:31]=1)CCC. The catalyst is C1COCC1.C1C=CC([P]([Pd]([P](C2C=CC=CC=2)(C2C=CC=CC=2)C2C=CC=CC=2)([P](C2C=CC=CC=2)(C2C=CC=CC=2)C2C=CC=CC=2)[P](C2C=CC=CC=2)(C2C=CC=CC=2)C2C=CC=CC=2)(C2C=CC=CC=2)C2C=CC=CC=2)=CC=1. The product is [CH3:1][O:2][C:3]([C:5]1[C:10]([O:11][CH2:12][C:13]2[CH:18]=[CH:17][CH:16]=[CH:15][CH:14]=2)=[C:9]([S:19][CH3:20])[CH:8]=[C:7]([C:27]2[O:28][CH:29]=[CH:30][CH:31]=2)[N:6]=1)=[O:4]. The yield is 0.870. (5) The reactants are [NH:1]1[C:9]2[C:4](=[CH:5][CH:6]=[CH:7][CH:8]=2)[CH2:3][C:2]1=[O:10].C([Li])CCC.CN(C)CCN(C)C.I[CH2:25][CH2:26][CH2:27][CH2:28][CH2:29]I.[Cl-].[NH4+]. The catalyst is O1CCCC1.CCOC(C)=O. The product is [NH:1]1[C:9]2[C:4](=[CH:5][CH:6]=[CH:7][CH:8]=2)[C:3]2([CH2:29][CH2:28][CH2:27][CH2:26][CH2:25]2)[C:2]1=[O:10]. The yield is 0.696.